From a dataset of Catalyst prediction with 721,799 reactions and 888 catalyst types from USPTO. Predict which catalyst facilitates the given reaction. Reactant: [CH:1]12[CH2:39][CH:4]([CH:5]([NH:7][C:8]3[N:13]=[C:12]([C:14]4[CH:19]=[CH:18][N:17]([C@@H:20]([C:30]5[CH:35]=[CH:34][C:33]([Cl:36])=[C:32]([F:37])[CH:31]=5)[CH2:21][O:22][Si](C(C)(C)C)(C)C)[C:16](=[O:38])[CH:15]=4)[CH:11]=[CH:10][N:9]=3)[CH2:6]1)[CH2:3][O:2]2.C([O-])([O-])=O.[Na+].[Na+]. Product: [CH:1]12[CH2:39][CH:4]([CH:5]([NH:7][C:8]3[N:13]=[C:12]([C:14]4[CH:19]=[CH:18][N:17]([C@@H:20]([C:30]5[CH:35]=[CH:34][C:33]([Cl:36])=[C:32]([F:37])[CH:31]=5)[CH2:21][OH:22])[C:16](=[O:38])[CH:15]=4)[CH:11]=[CH:10][N:9]=3)[CH2:6]1)[CH2:3][O:2]2. The catalyst class is: 209.